Dataset: Full USPTO retrosynthesis dataset with 1.9M reactions from patents (1976-2016). Task: Predict the reactants needed to synthesize the given product. Given the product [C:1]([NH:4][C:5]1[CH:10]=[CH:9][C:8]([C:11]2[N:20]=[C:19]([C:21]([N:31]3[CH2:30][CH2:29][C:28]4[C:33](=[CH:34][CH:35]=[C:36]([O:37][CH3:38])[C:27]=4[O:26][CH3:25])[CH2:32]3)=[O:23])[C:18]3[C:13](=[CH:14][CH:15]=[CH:16][CH:17]=3)[N:12]=2)=[CH:7][CH:6]=1)(=[O:3])[CH3:2], predict the reactants needed to synthesize it. The reactants are: [C:1]([NH:4][C:5]1[CH:10]=[CH:9][C:8]([C:11]2[N:20]=[C:19]([C:21]([OH:23])=O)[C:18]3[C:13](=[CH:14][CH:15]=[CH:16][CH:17]=3)[N:12]=2)=[CH:7][CH:6]=1)(=[O:3])[CH3:2].Cl.[CH3:25][O:26][C:27]1[C:36]([O:37][CH3:38])=[CH:35][CH:34]=[C:33]2[C:28]=1[CH2:29][CH2:30][NH:31][CH2:32]2.